From a dataset of Reaction yield outcomes from USPTO patents with 853,638 reactions. Predict the reaction yield, written as a fraction of the theoretical maximum amount of product (1.0 means a 100% yield; for example, 0.34 means a 34% yield). The reactants are COC1[CH:4]=[CH:5][CH:6]=[C:7]([O:28]C)[C:8]=1[C:9]1[CH:10]=[CH:11][CH:12]=[CH:13]C=1P(C1CCCCC1)C1CCCCC1.[Br-].C1([Zn+])CCCC1.[Cl-].[NH4+:38].[C:39]1([CH3:45])[CH:44]=[CH:43][CH:42]=[CH:41][CH:40]=1. The catalyst is C([O-])(=O)C.[Pd+2].C([O-])(=O)C. The product is [CH2:45]([O:28][C:7]1[C:8]([CH:9]2[CH2:10][CH2:11][CH2:12][CH2:13]2)=[N:38][CH:4]=[CH:5][CH:6]=1)[C:39]1[CH:44]=[CH:43][CH:42]=[CH:41][CH:40]=1. The yield is 0.650.